This data is from Full USPTO retrosynthesis dataset with 1.9M reactions from patents (1976-2016). The task is: Predict the reactants needed to synthesize the given product. (1) Given the product [CH3:18][C:19]1[CH:25]=[CH:24][C:23]([N+:26]([O-:28])=[O:27])=[CH:22][C:20]=1[NH:21][C:2]1[CH:7]=[C:6]([C:8]([F:11])([F:10])[F:9])[N:5]=[C:4]([C:12]2[CH:13]=[N:14][CH:15]=[CH:16][CH:17]=2)[N:3]=1, predict the reactants needed to synthesize it. The reactants are: Cl[C:2]1[CH:7]=[C:6]([C:8]([F:11])([F:10])[F:9])[N:5]=[C:4]([C:12]2[CH:13]=[N:14][CH:15]=[CH:16][CH:17]=2)[N:3]=1.[CH3:18][C:19]1[CH:25]=[CH:24][C:23]([N+:26]([O-:28])=[O:27])=[CH:22][C:20]=1[NH2:21].Cl.[OH-].[Na+]. (2) Given the product [CH:22]1(/[CH:21]=[C:20](/[C:11]2[NH:10][C:14]3=[N:15][CH:16]=[C:17]([F:19])[CH:18]=[C:13]3[CH:12]=2)\[C:27]2[CH:32]=[CH:31][C:30]([S:33]([CH3:36])(=[O:35])=[O:34])=[CH:29][CH:28]=2)[CH2:26][CH2:25][CH2:24][CH2:23]1, predict the reactants needed to synthesize it. The reactants are: C1(S([N:10]2[C:14]3=[N:15][CH:16]=[C:17]([F:19])[CH:18]=[C:13]3[CH:12]=[C:11]2[C:20]([C:27]2[CH:32]=[CH:31][C:30]([S:33]([CH3:36])(=[O:35])=[O:34])=[CH:29][CH:28]=2)=[CH:21][CH:22]2[CH2:26][CH2:25][CH2:24][CH2:23]2)(=O)=O)C=CC=CC=1.[F-].C([N+](CCCC)(CCCC)CCCC)CCC.O1CCCC1.